From a dataset of NCI-60 drug combinations with 297,098 pairs across 59 cell lines. Regression. Given two drug SMILES strings and cell line genomic features, predict the synergy score measuring deviation from expected non-interaction effect. (1) Drug 1: CC12CCC3C(C1CCC2O)C(CC4=C3C=CC(=C4)O)CCCCCCCCCS(=O)CCCC(C(F)(F)F)(F)F. Drug 2: C1=NC2=C(N1)C(=S)N=CN2. Cell line: LOX IMVI. Synergy scores: CSS=65.3, Synergy_ZIP=1.22, Synergy_Bliss=5.28, Synergy_Loewe=-24.6, Synergy_HSA=2.87. (2) Drug 1: C1=CC=C(C(=C1)C(C2=CC=C(C=C2)Cl)C(Cl)Cl)Cl. Drug 2: C1CN(P(=O)(OC1)NCCCl)CCCl. Cell line: MDA-MB-435. Synergy scores: CSS=3.35, Synergy_ZIP=-0.295, Synergy_Bliss=1.15, Synergy_Loewe=2.34, Synergy_HSA=0.886. (3) Drug 1: CC1=CC2C(CCC3(C2CCC3(C(=O)C)OC(=O)C)C)C4(C1=CC(=O)CC4)C. Drug 2: C1=NNC2=C1C(=O)NC=N2. Cell line: UACC62. Synergy scores: CSS=5.58, Synergy_ZIP=-1.10, Synergy_Bliss=1.26, Synergy_Loewe=-1.04, Synergy_HSA=0.276. (4) Drug 1: C1CC(CCC1OC2=C(C(=CC=C2)Cl)F)(CC3=NC(=CC=C3)NC4=NC=CS4)C(=O)O. Drug 2: CCC1(C2=C(COC1=O)C(=O)N3CC4=CC5=C(C=CC(=C5CN(C)C)O)N=C4C3=C2)O. Cell line: NCI-H460. Synergy scores: CSS=73.1, Synergy_ZIP=1.97, Synergy_Bliss=-0.0728, Synergy_Loewe=0.956, Synergy_HSA=5.13. (5) Drug 1: C1=CC(=CC=C1CC(C(=O)O)N)N(CCCl)CCCl.Cl. Drug 2: CNC(=O)C1=NC=CC(=C1)OC2=CC=C(C=C2)NC(=O)NC3=CC(=C(C=C3)Cl)C(F)(F)F. Cell line: A498. Synergy scores: CSS=25.1, Synergy_ZIP=-6.37, Synergy_Bliss=-1.01, Synergy_Loewe=-8.21, Synergy_HSA=-3.90. (6) Drug 1: C(CCl)NC(=O)N(CCCl)N=O. Drug 2: N.N.Cl[Pt+2]Cl. Cell line: SK-MEL-5. Synergy scores: CSS=65.5, Synergy_ZIP=-3.40, Synergy_Bliss=-4.04, Synergy_Loewe=-21.4, Synergy_HSA=-2.07. (7) Drug 1: C1=NC2=C(N1)C(=S)N=CN2. Drug 2: C(CC(=O)O)C(=O)CN.Cl. Cell line: MALME-3M. Synergy scores: CSS=29.3, Synergy_ZIP=-11.0, Synergy_Bliss=-3.12, Synergy_Loewe=-16.1, Synergy_HSA=-0.403. (8) Synergy scores: CSS=16.3, Synergy_ZIP=-6.07, Synergy_Bliss=-0.624, Synergy_Loewe=-34.0, Synergy_HSA=-2.72. Cell line: NCI-H460. Drug 1: CN(C)C1=NC(=NC(=N1)N(C)C)N(C)C. Drug 2: CC1=C2C(C(=O)C3(C(CC4C(C3C(C(C2(C)C)(CC1OC(=O)C(C(C5=CC=CC=C5)NC(=O)OC(C)(C)C)O)O)OC(=O)C6=CC=CC=C6)(CO4)OC(=O)C)O)C)O. (9) Drug 1: CN1C2=C(C=C(C=C2)N(CCCl)CCCl)N=C1CCCC(=O)O.Cl. Drug 2: CCC1(C2=C(COC1=O)C(=O)N3CC4=CC5=C(C=CC(=C5CN(C)C)O)N=C4C3=C2)O.Cl. Cell line: A549. Synergy scores: CSS=36.5, Synergy_ZIP=-1.09, Synergy_Bliss=1.84, Synergy_Loewe=-32.9, Synergy_HSA=3.63.